This data is from Experimentally validated miRNA-target interactions with 360,000+ pairs, plus equal number of negative samples. The task is: Binary Classification. Given a miRNA mature sequence and a target amino acid sequence, predict their likelihood of interaction. The miRNA is mmu-miR-8111 with sequence ACCGGGCAUGGUAGUGUACAC. The protein sequence of the target gene is MATAGGGSGADPGSRGLLRLLSFCVLLAGLCRGNSVERKIYIPLNKTAPCVRLLNATHQIGCQSSISGDTGVIHVVEKEEDLQWVLTDGPNPPYMVLLESKHFTRDLMEKLKGRTSRIAGLAVSLTKPSPASGFSPSVQCPNDGFGVYSNSYGPEFAHCREIQWNSLGNGLAYEDFSFPIFLLEDENETKVIKQCYQDHNLSQNGSAPTFPLCAMQLFSHMHAVISTATCMRRSSIQSTFSINPEIVCDPLSDYNVWSMLKPINTTGTLKPDDRVVVAATRLDSRSFFWNVAPGAESAVA.... Result: 0 (no interaction).